This data is from Forward reaction prediction with 1.9M reactions from USPTO patents (1976-2016). The task is: Predict the product of the given reaction. (1) Given the reactants [CH3:1][C:2]([Si:5](Cl)([CH3:7])[CH3:6])([CH3:4])[CH3:3].N1C=CN=C1.[OH:14][CH2:15][C@@H:16]([CH3:48])[C@H:17]([NH:28][C:29]1([C:42]2[CH:47]=[CH:46][CH:45]=[CH:44][CH:43]=2)[C:41]2[CH:40]=[CH:39][CH:38]=[CH:37][C:36]=2[C:35]2[C:30]1=[CH:31][CH:32]=[CH:33][CH:34]=2)[C:18]([O:20][CH2:21][C:22]1[CH:27]=[CH:26][CH:25]=[CH:24][CH:23]=1)=[O:19], predict the reaction product. The product is: [Si:5]([O:14][CH2:15][C@@H:16]([CH3:48])[C@H:17]([NH:28][C:29]1([C:42]2[CH:47]=[CH:46][CH:45]=[CH:44][CH:43]=2)[C:30]2[CH:31]=[CH:32][CH:33]=[CH:34][C:35]=2[C:36]2[C:41]1=[CH:40][CH:39]=[CH:38][CH:37]=2)[C:18]([O:20][CH2:21][C:22]1[CH:23]=[CH:24][CH:25]=[CH:26][CH:27]=1)=[O:19])([C:2]([CH3:4])([CH3:3])[CH3:1])([CH3:7])[CH3:6]. (2) Given the reactants Cl.[S:2]1[CH:6]=[N:5][N:4]=[C:3]1[C:7](=[NH:9])[NH2:8].[F:10][C:11]1[CH:18]=[C:17]([F:19])[CH:16]=[CH:15][C:12]=1[CH:13]=O.O=[C:21]([CH3:28])[CH2:22][C:23]([O:25][CH2:26][CH3:27])=[O:24], predict the reaction product. The product is: [F:10][C:11]1[CH:18]=[C:17]([F:19])[CH:16]=[CH:15][C:12]=1[CH:13]1[C:22]([C:23]([O:25][CH2:26][CH3:27])=[O:24])=[C:21]([CH3:28])[NH:8][C:7]([C:3]2[S:2][CH:6]=[N:5][N:4]=2)=[N:9]1. (3) Given the reactants [Li]CCCC.Br[C:7]1[N:11]([CH3:12])[C:10]([CH3:13])=[N:9][CH:8]=1.[Cl:14][C:15]1[C:24]2[C:19](=[CH:20][CH:21]=[C:22]([CH:25]([C:27]3[N:31]([CH3:32])[C:30]([CH3:33])=[N:29][CH:28]=3)[OH:26])[CH:23]=2)[N:18]=[C:17]([O:34][CH3:35])[C:16]=1[CH2:36][C:37]1[CH:38]=[N:39][C:40]([C:43]([F:46])([F:45])[F:44])=[CH:41][CH:42]=1, predict the reaction product. The product is: [Cl:14][C:15]1[C:24]2[C:19](=[CH:20][CH:21]=[C:22]([C:25]([C:27]3[N:31]([CH3:32])[C:30]([CH3:33])=[N:29][CH:28]=3)([C:7]3[N:11]([CH3:12])[C:10]([CH3:13])=[N:9][CH:8]=3)[OH:26])[CH:23]=2)[N:18]=[C:17]([O:34][CH3:35])[C:16]=1[CH2:36][C:37]1[CH:38]=[N:39][C:40]([C:43]([F:44])([F:45])[F:46])=[CH:41][CH:42]=1. (4) Given the reactants [CH:1]([C:3]1[C:11]2[C:6](=[CH:7][C:8]([C:23]#[N:24])=[C:9]([C:12]3[CH:17]=[CH:16][C:15]([C:18]4([CH2:21][OH:22])[CH2:20][CH2:19]4)=[CH:14][CH:13]=3)[CH:10]=2)[NH:5][CH:4]=1)=[O:2].CC(=CC)C.Cl([O-])=[O:31].[Na+].P([O-])([O-])([O-])=O.[Na+].[Na+].[Na+].[Cl-].[NH4+], predict the reaction product. The product is: [C:23]([C:8]1[CH:7]=[C:6]2[C:11]([C:3]([C:1]([OH:31])=[O:2])=[CH:4][NH:5]2)=[CH:10][C:9]=1[C:12]1[CH:13]=[CH:14][C:15]([C:18]2([CH2:21][OH:22])[CH2:19][CH2:20]2)=[CH:16][CH:17]=1)#[N:24]. (5) Given the reactants C([N:3]([CH2:13][CH3:14])[C:4](=[O:12])[C:5]1[CH:10]=[CH:9][CH:8]=[CH:7][C:6]=1[CH3:11])C.[N:15]1([CH2:20]CC#N)[CH2:19][CH2:18][CH2:17][CH2:16]1, predict the reaction product. The product is: [N:15]1([CH2:20][CH2:14][C:13]2[NH:3][C:4](=[O:12])[C:5]3[C:6]([CH:11]=2)=[CH:7][CH:8]=[CH:9][CH:10]=3)[CH2:19][CH2:18][CH2:17][CH2:16]1.